Dataset: Reaction yield outcomes from USPTO patents with 853,638 reactions. Task: Predict the reaction yield, written as a fraction of the theoretical maximum amount of product (1.0 means a 100% yield; for example, 0.34 means a 34% yield). The reactants are [Cl:1][C:2]1[C:3]([CH3:12])=[CH:4][C:5]([N+:9]([O-:11])=[O:10])=[C:6]([NH2:8])[CH:7]=1.O=[CH:14][C@@H:15]([C@@H:17]([C@@H:19]([CH2:21][OH:22])[OH:20])[OH:18])[OH:16]. The catalyst is CCO.[Cl-].[NH4+]. The product is [Cl:1][C:2]1[C:3]([CH3:12])=[CH:4][C:5]([N+:9]([O-:11])=[O:10])=[C:6]([NH:8][CH:14]2[CH:15]([OH:16])[CH:17]([OH:18])[CH:19]([OH:20])[CH2:21][O:22]2)[CH:7]=1. The yield is 0.400.